Dataset: Full USPTO retrosynthesis dataset with 1.9M reactions from patents (1976-2016). Task: Predict the reactants needed to synthesize the given product. (1) Given the product [CH3:33][CH:2]([C:3]1[N:4]=[C:5]([N:27]([S:28]([CH3:31])(=[O:29])=[O:30])[CH3:32])[N:6]=[C:7]([C:20]2[CH:21]=[CH:22][C:23]([F:26])=[CH:24][CH:25]=2)[C:8]=1/[CH:9]=[CH:10]/[C@@H:11]([OH:12])[CH2:13][C@@H:14]([OH:15])[CH2:16][C:17]([OH:19])=[O:18])[CH3:1], predict the reactants needed to synthesize it. The reactants are: [CH3:1][CH:2]([CH3:33])[C:3]1[N:4]=[C:5]([N:27]([CH3:32])[S:28]([CH3:31])(=[O:30])=[O:29])[N:6]=[C:7]([C:20]2[CH:25]=[CH:24][C:23]([F:26])=[CH:22][CH:21]=2)[C:8]=1/[CH:9]=[CH:10]/[C@H:11]([CH2:13][C@H:14]([CH2:16][C:17]([O-:19])=[O:18])[OH:15])[OH:12].[CH3:1][CH:2]([CH3:33])[C:3]1[N:4]=[C:5]([N:27]([CH3:32])[S:28]([CH3:31])(=[O:29])=[O:30])[N:6]=[C:7]([C:20]2[CH:21]=[CH:22][C:23]([F:26])=[CH:24][CH:25]=2)[C:8]=1/[CH:9]=[CH:10]/[C@H:11]([CH2:13][C@H:14]([CH2:16][C:17]([O-:19])=[O:18])[OH:15])[OH:12].[Ca+2].C(O)[C@H]1O[C@@H](O[C@H]2[C@H](O)[C@@H](O)[C@H](O)O[C@@H]2CO)[C@H](O)[C@@H](O)[C@H]1O. (2) Given the product [N:13]1[C:17]2=[N:18][CH:19]=[CH:20][CH:21]=[C:16]2[C:15]2([CH2:5][CH:4]=[CH:3][CH2:2]2)[CH:14]=1, predict the reactants needed to synthesize it. The reactants are: Cl[CH2:2]/[CH:3]=[CH:4]\[CH2:5]Cl.C[Si](C)(C)CCOC[N:13]1[C:17]2=[N:18][CH:19]=[CH:20][CH:21]=[C:16]2[CH2:15][C:14]1=O.C(=O)([O-])[O-].[Cs+].[Cs+]. (3) Given the product [NH2:20][C:5]1[CH:4]=[C:3]2[C:8]([CH2:9][C:10]3([C:2]2([F:23])[F:1])[C:18]2[C:13](=[N:14][CH:15]=[CH:16][CH:17]=2)[NH:12][C:11]3=[O:19])=[CH:7][CH:6]=1, predict the reactants needed to synthesize it. The reactants are: [F:1][C:2]1([F:23])[C:10]2([C:18]3[C:13](=[N:14][CH:15]=[CH:16][CH:17]=3)[NH:12][C:11]2=[O:19])[CH2:9][C:8]2[C:3]1=[CH:4][C:5]([N+:20]([O-])=O)=[CH:6][CH:7]=2.